Dataset: CYP3A4 inhibition data for predicting drug metabolism from PubChem BioAssay. Task: Regression/Classification. Given a drug SMILES string, predict its absorption, distribution, metabolism, or excretion properties. Task type varies by dataset: regression for continuous measurements (e.g., permeability, clearance, half-life) or binary classification for categorical outcomes (e.g., BBB penetration, CYP inhibition). Dataset: cyp3a4_veith. (1) The drug is C[C@H]1CC[C@]2(OC1)O[C@@H]1C[C@@H]3[C@@H]4CC[C@H]5C[C@@H](O)CC[C@]5(C)[C@@H]4CC(=O)[C@@]3(C)[C@H]1[C@@H]2C. The result is 0 (non-inhibitor). (2) The compound is C[C@H](NC(=O)Cn1cncn1)c1ccccc1. The result is 0 (non-inhibitor). (3) The molecule is COCCNc1nc(-c2ccccc2Cl)nc2ccccc12. The result is 1 (inhibitor). (4) The drug is COCCn1c(=O)c(-c2cccc(C#N)c2)nc2cnc(OC)nc21. The result is 1 (inhibitor). (5) The drug is CCCc1cc2c(cc1NC(=O)c1ccccc1C)OCO2. The result is 1 (inhibitor). (6) The molecule is COc1ccc(-n2cnc3sc(-c4ccccc4)cc3c2=O)cc1. The result is 0 (non-inhibitor). (7) The compound is O=[N+]([O-])c1cccc(-c2nc(-c3ccccc3)c(-c3cccs3)[nH]2)c1. The result is 0 (non-inhibitor). (8) The drug is CCC(c1nnnn1CC1CCCO1)N(CCN1CCOCC1)Cc1cc2cc(C)ccc2[nH]c1=O. The result is 1 (inhibitor). (9) The compound is NCc1ccc(S(N)(=O)=O)cc1. The result is 0 (non-inhibitor). (10) The molecule is Nc1cc(Cl)c(NC2=NCCN2)c(Cl)c1. The result is 0 (non-inhibitor).